Dataset: Full USPTO retrosynthesis dataset with 1.9M reactions from patents (1976-2016). Task: Predict the reactants needed to synthesize the given product. (1) Given the product [C:11]1([CH2:10][CH2:9][NH:8][CH2:1][CH2:2][CH2:3][CH2:4][CH2:5][CH2:6][CH3:7])[CH:16]=[CH:15][CH:14]=[CH:13][CH:12]=1, predict the reactants needed to synthesize it. The reactants are: [CH2:1]([NH:8][C:9](=O)[CH2:10][C:11]1[CH:16]=[CH:15][CH:14]=[CH:13][CH:12]=1)[CH2:2][CH2:3][CH2:4][CH2:5][CH2:6][CH3:7].B.CSC.Cl. (2) Given the product [ClH:63].[NH2:8][CH2:9][C@H:10]1[CH2:11][CH2:12][C@H:13]([C:16]([NH:18][C@H:19]([C:49](=[O:62])[NH:50][C:51]2[CH:52]=[CH:53][C:54]([C:57]3[N:58]=[N:59][NH:60][N:61]=3)=[CH:55][CH:56]=2)[CH2:20][C:21]2[CH:22]=[CH:23][C:24]([C:27]3[CH:32]=[CH:31][C:30]([C:33]([NH:35][C@H:36]4[CH2:40][CH2:39][NH:38][CH2:37]4)=[O:34])=[CH:29][C:28]=3[CH3:48])=[CH:25][CH:26]=2)=[O:17])[CH2:14][CH2:15]1, predict the reactants needed to synthesize it. The reactants are: C(OC([NH:8][CH2:9][C@H:10]1[CH2:15][CH2:14][C@H:13]([C:16]([NH:18][C@H:19]([C:49](=[O:62])[NH:50][C:51]2[CH:56]=[CH:55][C:54]([C:57]3[N:58]=[N:59][NH:60][N:61]=3)=[CH:53][CH:52]=2)[CH2:20][C:21]2[CH:26]=[CH:25][C:24]([C:27]3[CH:32]=[CH:31][C:30]([C:33]([NH:35][C@H:36]4[CH2:40][CH2:39][N:38](C(OC(C)(C)C)=O)[CH2:37]4)=[O:34])=[CH:29][C:28]=3[CH3:48])=[CH:23][CH:22]=2)=[O:17])[CH2:12][CH2:11]1)=O)(C)(C)C.[ClH:63].